This data is from Forward reaction prediction with 1.9M reactions from USPTO patents (1976-2016). The task is: Predict the product of the given reaction. (1) The product is: [CH3:13][N:12]1[C:8]([C:6]2[C:5]([F:15])=[CH:4][N:3]=[C:2]([NH:29][C:28]3[CH:30]=[CH:31][C:25]([C:23]([N:20]4[CH2:21][CH2:22][N:17]([CH3:16])[CH2:18][CH2:19]4)=[O:24])=[C:26]([N+:32]([O-:34])=[O:33])[CH:27]=3)[N:7]=2)=[CH:9][N:10]=[C:11]1[CH3:14]. Given the reactants Cl[C:2]1[N:7]=[C:6]([C:8]2[N:12]([CH3:13])[C:11]([CH3:14])=[N:10][CH:9]=2)[C:5]([F:15])=[CH:4][N:3]=1.[CH3:16][N:17]1[CH2:22][CH2:21][N:20]([C:23]([C:25]2[CH:31]=[CH:30][C:28]([NH2:29])=[CH:27][C:26]=2[N+:32]([O-:34])=[O:33])=[O:24])[CH2:19][CH2:18]1, predict the reaction product. (2) Given the reactants [Cl:1][C:2]1[CH:3]=[C:4]([CH2:11][CH2:12][C:13]([C:15]2[S:22][C:21]([CH3:23])=[C:20]3[C:16]=2[CH2:17][C@H:18]2[C:24]([CH3:26])([CH3:25])[C@H:19]23)=[O:14])[CH:5]=[C:6]([O:9][CH3:10])[C:7]=1[OH:8].Br[CH2:28][CH2:29][CH2:30][OH:31], predict the reaction product. The product is: [Cl:1][C:2]1[CH:3]=[C:4]([CH2:11][CH2:12][C:13]([C:15]2[S:22][C:21]([CH3:23])=[C:20]3[C:16]=2[CH2:17][C@H:18]2[C:24]([CH3:26])([CH3:25])[C@H:19]23)=[O:14])[CH:5]=[C:6]([O:9][CH3:10])[C:7]=1[O:8][CH2:28][CH2:29][CH2:30][OH:31]. (3) The product is: [C:13]([O:1][C:2]1[C:10]([CH3:11])=[CH:9][C:8]([I:12])=[CH:7][C:3]=1[C:4]([O:6][CH3:20])=[O:5])(=[O:15])[CH3:14]. Given the reactants [OH:1][C:2]1[C:10]([CH3:11])=[CH:9][C:8]([I:12])=[CH:7][C:3]=1[C:4]([O-:6])=[O:5].[C:13](OC(=O)C)(=[O:15])[CH3:14].[C:20]([O-])(O)=O.[Na+], predict the reaction product. (4) Given the reactants [IH:1].[CH:2]([NH:5][CH:6]([CH3:8])[CH3:7])([CH3:4])[CH3:3].[CH2:9]1[O:11][CH:10]1[CH2:12][OH:13].C([O-])(=O)CCCCCCCCCCC.C([O-])(=O)CCCCCCCCCCC.C([Sn+2]CCCC)CCC, predict the reaction product. The product is: [IH:1].[CH:2]([NH:5][CH:6]([CH3:8])[CH3:7])([CH3:4])[CH3:3].[CH2:9]1[O:11][CH:10]1[CH2:12][OH:13]. (5) Given the reactants [OH:1][C:2]([CH3:14])([CH3:13])[CH2:3][CH2:4][CH2:5][CH:6]([CH3:12])[CH2:7][CH2:8][CH2:9][CH:10]=[O:11].N1C(C)=CC=CC=1C.[Si:23](OS(C(F)(F)F)(=O)=O)([CH2:28][CH3:29])([CH2:26][CH3:27])[CH2:24][CH3:25].O, predict the reaction product. The product is: [CH3:12][CH:6]([CH2:5][CH2:4][CH2:3][C:2]([CH3:13])([O:1][Si:23]([CH2:28][CH3:29])([CH2:26][CH3:27])[CH2:24][CH3:25])[CH3:14])[CH2:7][CH2:8][CH2:9][CH:10]=[O:11].